The task is: Predict the reaction yield, written as a fraction of the theoretical maximum amount of product (1.0 means a 100% yield; for example, 0.34 means a 34% yield).. This data is from Reaction yield outcomes from USPTO patents with 853,638 reactions. (1) The reactants are C([N:4]1[C:12]2[C:7](=[CH:8][CH:9]=[C:10]([I:13])[CH:11]=2)[CH2:6][CH2:5]1)(=O)C.[OH-].[Na+].CCO. The catalyst is O. The product is [I:13][C:10]1[CH:11]=[C:12]2[C:7]([CH2:6][CH2:5][NH:4]2)=[CH:8][CH:9]=1. The yield is 0.640. (2) The reactants are [Cl:1][C:2]1[CH:7]=[CH:6][C:5]([C:8]2[S:34][C:11]3[C:12](=[O:33])[N:13]([C:15]4[CH:20]=[CH:19][C:18]([O:21][CH2:22][C@H:23]([OH:30])[CH2:24][S:25]([CH2:28][CH3:29])(=[O:27])=[O:26])=[C:17]([O:31][CH3:32])[CH:16]=4)[CH2:14][C:10]=3[CH:9]=2)=[CH:4][CH:3]=1.[NH:35]([C:43]([O:45][C:46]([CH3:49])([CH3:48])[CH3:47])=[O:44])[C@H:36]([C:40](O)=[O:41])[CH:37]([CH3:39])[CH3:38].CC(C)N=C=NC(C)C. The catalyst is CN(C1C=CN=CC=1)C.C(Cl)Cl. The product is [C:46]([O:45][C:43]([NH:35][C@@H:36]([CH:37]([CH3:39])[CH3:38])[C:40]([O:30][C@H:23]([CH2:24][S:25]([CH2:28][CH3:29])(=[O:26])=[O:27])[CH2:22][O:21][C:18]1[CH:19]=[CH:20][C:15]([N:13]2[CH2:14][C:10]3[CH:9]=[C:8]([C:5]4[CH:6]=[CH:7][C:2]([Cl:1])=[CH:3][CH:4]=4)[S:34][C:11]=3[C:12]2=[O:33])=[CH:16][C:17]=1[O:31][CH3:32])=[O:41])=[O:44])([CH3:49])([CH3:48])[CH3:47]. The yield is 0.790. (3) The reactants are Cl[C:2]1[CH:11]=[C:10]([O:12][CH2:13][C:14]2[CH:19]=[CH:18][C:17]([O:20][CH3:21])=[CH:16][CH:15]=2)[C:9]2[C:4](=[C:5]([CH3:24])[C:6]([O:22][CH3:23])=[CH:7][CH:8]=2)[N:3]=1.[F:25][C:26]([F:33])([F:32])[C:27]1[CH:31]=[CH:30][NH:29][N:28]=1.ClC1C(OC)=CC=C2C=1N=C(N1C=CC(C(F)(F)F)=N1)C=C2OCC1C=CC(OC)=CC=1. No catalyst specified. The product is [CH3:23][O:22][C:6]1[C:5]([CH3:24])=[C:4]2[C:9]([C:10]([O:12][CH2:13][C:14]3[CH:19]=[CH:18][C:17]([O:20][CH3:21])=[CH:16][CH:15]=3)=[CH:11][C:2]([N:29]3[CH:30]=[CH:31][C:27]([C:26]([F:33])([F:32])[F:25])=[N:28]3)=[N:3]2)=[CH:8][CH:7]=1. The yield is 0.190. (4) The reactants are Cl[C:2]1[N:7]=[C:6]([NH:8][C@H:9]([C:11]2[CH:12]=[C:13]([NH:17][C:18](=[O:29])[C:19]3[CH:24]=[CH:23][CH:22]=[C:21]([C:25]([F:28])([F:27])[F:26])[CH:20]=3)[CH:14]=[CH:15][CH:16]=2)[CH3:10])[CH:5]=[N:4][CH:3]=1.[OH:30][CH2:31][C:32]1[CH:37]=[CH:36][C:35](B(O)O)=[CH:34][CH:33]=1.C(=O)([O-])[O-].[Na+].[Na+].[Cl-].[Na+].O.O. The catalyst is CN(C)C=O.C1C=CC(P(C2C=CC=CC=2)[C-]2C=CC=C2)=CC=1.C1C=CC(P(C2C=CC=CC=2)[C-]2C=CC=C2)=CC=1.Cl[Pd]Cl.[Fe+2]. The product is [OH:30][CH2:31][C:32]1[CH:37]=[CH:36][C:35]([C:2]2[N:7]=[C:6]([NH:8][C@H:9]([C:11]3[CH:12]=[C:13]([NH:17][C:18](=[O:29])[C:19]4[CH:24]=[CH:23][CH:22]=[C:21]([C:25]([F:28])([F:27])[F:26])[CH:20]=4)[CH:14]=[CH:15][CH:16]=3)[CH3:10])[CH:5]=[N:4][CH:3]=2)=[CH:34][CH:33]=1. The yield is 0.330. (5) The reactants are [O:1]1[CH2:6][CH2:5][N:4]([C:7]2[CH:12]=[CH:11][C:10]([N+:13]([O-])=O)=[CH:9][C:8]=2[OH:16])[CH2:3][CH2:2]1. The catalyst is [Pd].C(O)C.[H][H]. The product is [NH2:13][C:10]1[CH:11]=[CH:12][C:7]([N:4]2[CH2:3][CH2:2][O:1][CH2:6][CH2:5]2)=[C:8]([OH:16])[CH:9]=1. The yield is 1.05. (6) The reactants are Cl[C:2]1[N:7]=[C:6]([NH:8][C:9]2[CH:14]=[CH:13][C:12]3[O:15][CH2:16][CH2:17][O:18][C:11]=3[CH:10]=2)[C:5]([F:19])=[CH:4][N:3]=1.C(N(CC)C(C)C)(C)C.[CH2:29]([O:35][C:36]1[CH:42]=[CH:41][C:39]([NH2:40])=[CH:38][CH:37]=1)[CH2:30][CH2:31][CH2:32][CH2:33][CH3:34]. The catalyst is C(O)CO. The product is [CH2:17]1[CH2:16][O:15][C:12]2[CH:13]=[CH:14][C:9]([NH:8][C:6]3[C:5]([F:19])=[CH:4][N:3]=[C:2]([NH:40][C:39]4[CH:38]=[CH:37][C:36]([O:35][CH2:29][CH2:30][CH2:31][CH2:32][CH2:33][CH3:34])=[CH:42][CH:41]=4)[N:7]=3)=[CH:10][C:11]=2[O:18]1. The yield is 0.230. (7) The reactants are [CH3:1][O:2][C:3]1[CH:4]=[C:5]2[C:10](=[CH:11][C:12]=1[O:13][CH2:14][CH2:15][O:16][CH3:17])[N:9]=[CH:8][N:7]=[C:6]2[O:18][C:19]1[CH:20]=[C:21]([CH:23]=[CH:24][CH:25]=1)[NH2:22].[CH:26]([C:29]1[CH:33]=[C:32]([NH:34][C:35](=O)[O:36]C2C=CC=CC=2)[O:31][N:30]=1)([CH3:28])[CH3:27]. No catalyst specified. The product is [CH:26]([C:29]1[CH:33]=[C:32]([NH:34][C:35]([NH:22][C:21]2[CH:23]=[CH:24][CH:25]=[C:19]([O:18][C:6]3[C:5]4[C:10](=[CH:11][C:12]([O:13][CH2:14][CH2:15][O:16][CH3:17])=[C:3]([O:2][CH3:1])[CH:4]=4)[N:9]=[CH:8][N:7]=3)[CH:20]=2)=[O:36])[O:31][N:30]=1)([CH3:28])[CH3:27]. The yield is 0.540.